From a dataset of Forward reaction prediction with 1.9M reactions from USPTO patents (1976-2016). Predict the product of the given reaction. Given the reactants [NH2:1][C:2]1[S:3][C:4]([CH3:16])=[C:5]([CH3:15])[C:6]=1[C:7]([C:9]1[CH:14]=[CH:13][CH:12]=[CH:11][CH:10]=1)=O.[F:17][C:18]([F:26])([F:25])[C:19](=[O:24])[CH2:20][C:21](=O)[CH3:22], predict the reaction product. The product is: [F:17][C:18]([F:26])([F:25])[C:19]([C:20]1[C:7]([C:9]2[CH:14]=[CH:13][CH:12]=[CH:11][CH:10]=2)=[C:6]2[C:5]([CH3:15])=[C:4]([CH3:16])[S:3][C:2]2=[N:1][C:21]=1[CH3:22])=[O:24].